From a dataset of Full USPTO retrosynthesis dataset with 1.9M reactions from patents (1976-2016). Predict the reactants needed to synthesize the given product. Given the product [C:1]1([CH:8]=[CH:7][CH:6]=[C:4]([OH:5])[CH:3]=1)[OH:2].[CH2:9]=[O:10], predict the reactants needed to synthesize it. The reactants are: [C:1]1([CH:8]=[CH:7][CH:6]=[C:4]([OH:5])[CH:3]=1)[OH:2].[C:9]1(C=CC=C(O)C=1)[OH:10].C=O.